Task: Predict the product of the given reaction.. Dataset: Forward reaction prediction with 1.9M reactions from USPTO patents (1976-2016) (1) The product is: [CH3:34][CH:29]1[CH2:30][CH2:31][CH:32]([CH3:33])[N:28]1[CH2:27][CH2:26][CH2:25][O:9][C:10]1[CH:15]=[CH:14][C:13]([C:16]2([C:22]#[N:23])[CH2:21][CH2:20][O:19][CH2:18][CH2:17]2)=[CH:12][CH:11]=1. Given the reactants N1(CCC[O:9][C:10]2[CH:15]=[CH:14][C:13]([C:16]3([C:22]#[N:23])[CH2:21][CH2:20][O:19][CH2:18][CH2:17]3)=[CH:12][CH:11]=2)CCCC1.Cl[CH2:25][CH2:26][CH2:27][N:28]1[C@@H:32]([CH3:33])[CH2:31][CH2:30][C@@H:29]1[CH3:34].CN(C=O)C.C([O-])([O-])=O.[K+].[K+], predict the reaction product. (2) Given the reactants [F:1][C:2]1[CH:3]=[C:4]([CH2:9][C:10](Cl)=[O:11])[CH:5]=[C:6]([F:8])[CH:7]=1.[NH2:13][C@H:14]([C:16]([OH:18])=[O:17])[CH3:15], predict the reaction product. The product is: [F:1][C:2]1[CH:3]=[C:4]([CH2:9][C:10]([NH:13][C@H:14]([C:16]([OH:18])=[O:17])[CH3:15])=[O:11])[CH:5]=[C:6]([F:8])[CH:7]=1. (3) The product is: [CH3:1][O:2][CH2:3][CH2:4][O:5][C:6]1[CH:11]=[C:10]([O:12][C:13]2[CH:18]=[CH:17][C:16]([C:19]([F:20])([F:21])[F:22])=[CH:15][N:14]=2)[CH:9]=[CH:8][C:7]=1[CH2:23][CH2:24][CH2:25][O:26][C:28]1[CH:32]=[C:31]([CH2:33][CH2:34][C:35]([OH:37])=[O:36])[N:30]([C:40]2[CH:45]=[CH:44][CH:43]=[CH:42][CH:41]=2)[N:29]=1. Given the reactants [CH3:1][O:2][CH2:3][CH2:4][O:5][C:6]1[CH:11]=[C:10]([O:12][C:13]2[CH:18]=[CH:17][C:16]([C:19]([F:22])([F:21])[F:20])=[CH:15][N:14]=2)[CH:9]=[CH:8][C:7]=1[CH2:23][CH2:24][CH2:25][OH:26].O[C:28]1[CH:32]=[C:31]([CH2:33][CH2:34][C:35]([O:37]CC)=[O:36])[N:30]([C:40]2[CH:45]=[CH:44][CH:43]=[CH:42][CH:41]=2)[N:29]=1.C(P(CCCC)CCCC)CCC.N(C(N1CCCCC1)=O)=NC(N1CCCCC1)=O.O1CCCC1CO.[OH-].[Na+].Cl, predict the reaction product. (4) The product is: [CH3:21][N:22]1[CH:26]=[C:25]([NH:27][C:28]([N:13]2[C@@H:14]3[CH2:19][N:18]([CH2:17][CH2:16][CH2:15]3)[C:11]3[CH:10]=[CH:9][C:8]([C:6]4[CH:5]=[CH:4][N:3]=[C:2]([CH3:1])[CH:7]=4)=[N:20][C:12]2=3)=[O:29])[CH:24]=[N:23]1. Given the reactants [CH3:1][C:2]1[CH:7]=[C:6]([C:8]2[CH:9]=[CH:10][C:11]3[N:18]4[CH2:19][C@H:14]([CH2:15][CH2:16][CH2:17]4)[NH:13][C:12]=3[N:20]=2)[CH:5]=[CH:4][N:3]=1.[CH3:21][N:22]1[CH:26]=[C:25]([NH:27][C:28](=O)[O:29]C2C=CC=CC=2)[CH:24]=[N:23]1, predict the reaction product. (5) Given the reactants [F:1][C:2]([F:25])([F:24])[S:3]([N:6](S(C(F)(F)F)(=O)=O)[C:7]1[CH:8]=[C:9]([CH:14]=[CH:15][CH:16]=1)[C:10]([O:12]C)=[O:11])(=[O:5])=[O:4].[OH-].[Na+].CO.O, predict the reaction product. The product is: [F:24][C:2]([F:1])([F:25])[S:3]([NH:6][C:7]1[CH:8]=[C:9]([CH:14]=[CH:15][CH:16]=1)[C:10]([OH:12])=[O:11])(=[O:4])=[O:5]. (6) Given the reactants O1CCCC1CCO.C([O:16][C:17]1[CH:22]=[C:21]([O:23][CH:24]([CH3:26])[CH3:25])[CH:20]=[CH:19][C:18]=1/[CH:27]=[CH:28]/[C:29]([O:31][CH2:32][CH3:33])=[O:30])C1C=CC=CC=1, predict the reaction product. The product is: [OH:16][C:17]1[CH:22]=[C:21]([O:23][CH:24]([CH3:26])[CH3:25])[CH:20]=[CH:19][C:18]=1[CH2:27][CH2:28][C:29]([O:31][CH2:32][CH3:33])=[O:30]. (7) Given the reactants [C:1]([C:3]1[CH:8]=[CH:7][C:6]([NH:9][C:10]2[N:32]=[C:13]3[CH:14]=[CH:15][CH:16]=[C:17]([NH:18][C@H:19]4[CH2:24][CH2:23][CH2:22][N:21](C(OC(C)(C)C)=O)[CH2:20]4)[N:12]3[N:11]=2)=[CH:5][CH:4]=1)#[N:2].BrC1N2N=C(NC3C=CC(C#N)=CC=3)N=C2C=CC=1.N[C@H]1CCCN(C(OC(C)(C)C)=[O:60])C1.C(=O)([O-])[O-].[Cs+].[Cs+].C1(P(C2C=CC=CC=2)C2C3OC4C(=CC=CC=4P(C4C=CC=CC=4)C4C=CC=CC=4)C(C)(C)C=3C=CC=2)C=CC=CC=1, predict the reaction product. The product is: [NH:21]1[CH2:22][CH2:23][CH2:24][C@H:19]([NH:18][C:17]2[N:12]3[N:11]=[C:10]([NH:9][C:6]4[CH:7]=[CH:8][C:3]([C:1]([NH2:2])=[O:60])=[CH:4][CH:5]=4)[N:32]=[C:13]3[CH:14]=[CH:15][CH:16]=2)[CH2:20]1. (8) Given the reactants [Cl:1][C:2]1[CH:3]=[C:4]([C:9](=O)[CH3:10])[CH:5]=[CH:6][C:7]=1[F:8].C([SiH](CC)CC)C, predict the reaction product. The product is: [Cl:1][C:2]1[CH:3]=[C:4]([CH2:9][CH3:10])[CH:5]=[CH:6][C:7]=1[F:8]. (9) Given the reactants [C:1]([C:5]1[CH:6]=[C:7]([NH:50][S:51]([CH3:54])(=[O:53])=[O:52])[C:8]([O:48][CH3:49])=[C:9]([NH:11][C:12](=[O:47])[NH:13][C:14]2[C:23]3[C:18](=[CH:19][CH:20]=[CH:21][CH:22]=3)[C:17]([O:24][C:25]3[CH:30]=[CH:29][N:28]=[C:27]([NH:31][C:32]4[CH:37]=[CH:36][C:35]([P:38]([CH3:43])(=[O:42])[O:39]CC)=[C:34]([O:44][CH2:45][CH3:46])[CH:33]=4)[CH:26]=3)=[CH:16][CH:15]=2)[CH:10]=1)([CH3:4])([CH3:3])[CH3:2].[OH-].[Na+].C(O)(=O)C, predict the reaction product. The product is: [C:1]([C:5]1[CH:6]=[C:7]([NH:50][S:51]([CH3:54])(=[O:53])=[O:52])[C:8]([O:48][CH3:49])=[C:9]([NH:11][C:12]([NH:13][C:14]2[C:23]3[C:18](=[CH:19][CH:20]=[CH:21][CH:22]=3)[C:17]([O:24][C:25]3[CH:30]=[CH:29][N:28]=[C:27]([NH:31][C:32]4[CH:37]=[CH:36][C:35]([P:38]([CH3:43])(=[O:39])[OH:42])=[C:34]([O:44][CH2:45][CH3:46])[CH:33]=4)[CH:26]=3)=[CH:16][CH:15]=2)=[O:47])[CH:10]=1)([CH3:2])([CH3:3])[CH3:4]. (10) Given the reactants [CH:1]([SiH:4]([CH:11]([CH3:13])[CH3:12])[C:5]#[C:6][Si:7]([CH3:10])([CH3:9])[CH3:8])([CH3:3])[CH3:2].[Br:14]N1C(=O)CCC1=O, predict the reaction product. The product is: [CH:11]([Si:4]([Br:14])([CH:1]([CH3:3])[CH3:2])[C:5]#[C:6][Si:7]([CH3:9])([CH3:8])[CH3:10])([CH3:13])[CH3:12].